This data is from Reaction yield outcomes from USPTO patents with 853,638 reactions. The task is: Predict the reaction yield, written as a fraction of the theoretical maximum amount of product (1.0 means a 100% yield; for example, 0.34 means a 34% yield). (1) The reactants are C(=O)([O-])[O-].[K+].[K+].[NH2:7][C:8]1[C:21]([Cl:22])=[CH:20][C:19]([Cl:23])=[CH:18][C:9]=1[C:10]([N:12]=[S:13]([CH2:16][CH3:17])[CH2:14][CH3:15])=[O:11].[Cl:24][C:25]1[C:26]([N:31]2[C:35]([C:36](Cl)=[O:37])=[CH:34][C:33]([C:39]([F:42])([F:41])[F:40])=[N:32]2)=[N:27][CH:28]=[CH:29][CH:30]=1. The catalyst is C(#N)C. The product is [Cl:24][C:25]1[C:26]([N:31]2[C:35]([C:36]([NH:7][C:8]3[C:9]([C:10](=[O:11])[N:12]=[S:13]([CH2:14][CH3:15])[CH2:16][CH3:17])=[CH:18][C:19]([Cl:23])=[CH:20][C:21]=3[Cl:22])=[O:37])=[CH:34][C:33]([C:39]([F:42])([F:40])[F:41])=[N:32]2)=[N:27][CH:28]=[CH:29][CH:30]=1. The yield is 0.880. (2) The reactants are [CH3:1][N:2]([CH3:9])[C:3]([CH3:8])([CH2:6][CH3:7])[C:4]#[N:5].[C:10]1([Li])[CH:15]=[CH:14][CH:13]=[CH:12][CH:11]=1.[BH4-].[Na+].CC(N1CCCC1)(C)C(N)C1C=CC=CC=1. The catalyst is C(OCCCC)CCC.C1COCC1.CO. The product is [NH2:5][CH:4]([C:10]1[CH:15]=[CH:14][CH:13]=[CH:12][CH:11]=1)[C:3]([N:2]([CH3:9])[CH3:1])([CH3:8])[CH2:6][CH3:7]. The yield is 0.930. (3) The reactants are Br[C:2]1[C:3]([NH:9][C@H:10]([CH:12]2[CH2:17][CH2:16][O:15][CH2:14][CH2:13]2)[CH3:11])=[N:4][C:5]([Cl:8])=[N:6][CH:7]=1.[C:18]([O:23][CH2:24][CH3:25])(=[O:22])[C:19]#[C:20][CH3:21].[Cl-].[Li+].C(=O)([O-])[O-].[K+].[K+]. The catalyst is CN(C=O)C.C([O-])(=O)C.[Pd+2].C([O-])(=O)C. The product is [Cl:8][C:5]1[N:6]=[CH:7][C:2]2[C:19]([C:18]([O:23][CH2:24][CH3:25])=[O:22])=[C:20]([CH3:21])[N:9]([C@H:10]([CH:12]3[CH2:17][CH2:16][O:15][CH2:14][CH2:13]3)[CH3:11])[C:3]=2[N:4]=1. The yield is 0.164. (4) The reactants are [N:1]1[N:2]([C:6]2[CH:13]=[CH:12][C:9]([CH:10]=[O:11])=[CH:8][CH:7]=2)[N:3]=[CH:4][CH:5]=1.[CH:14](Br)(Br)Br.[OH-:18].[K+].[CH3:20][OH:21]. No catalyst specified. The product is [N:1]1[N:2]([C:6]2[CH:7]=[CH:8][C:9]([CH:10]([O:11][CH3:14])[C:20]([OH:21])=[O:18])=[CH:12][CH:13]=2)[N:3]=[CH:4][CH:5]=1. The yield is 0.880. (5) The reactants are Br[C:2]1[C:10]2[O:11][CH2:12][CH2:13][C:9]=2[C:8]2[C:7](=[O:14])[CH2:6][CH2:5][C:4]=2[C:3]=1Br.C([O-])(=O)C.[Na+].[H][H]. The catalyst is [Pd].CO. The product is [CH2:13]1[CH2:12][O:11][C:10]2[CH:2]=[CH:3][C:4]3[CH2:5][CH2:6][C:7](=[O:14])[C:8]=3[C:9]1=2. The yield is 0.865. (6) The reactants are [H-].[Na+].[CH2:3]([O:13][CH2:14][CH2:15][CH2:16][CH2:17]Br)/[CH:4]=[C:5](/[CH2:7][CH2:8][CH:9]=[C:10]([CH3:12])[CH3:11])\[CH3:6].[NH:19]1[CH:23]=[CH:22][N:21]=[CH:20]1. No catalyst specified. The product is [CH2:3]([O:13][CH2:14][CH2:15][CH2:16][CH2:17][N:19]1[CH:23]=[CH:22][N:21]=[CH:20]1)/[CH:4]=[C:5](/[CH2:7][CH2:8][CH:9]=[C:10]([CH3:12])[CH3:11])\[CH3:6]. The yield is 0.900.